From a dataset of Forward reaction prediction with 1.9M reactions from USPTO patents (1976-2016). Predict the product of the given reaction. (1) The product is: [CH:25]1([CH2:24][N:15]([C:16]2[CH:17]=[CH:18][C:19]([O:22][CH3:23])=[CH:20][CH:21]=2)[C:13](=[O:14])[NH:12][C:10]2[S:11][C:7]([S:6][CH2:5][C:4]([OH:3])=[O:31])=[CH:8][N:9]=2)[CH2:26][CH2:27][CH2:28][CH2:29]1. Given the reactants C([O:3][C:4](=[O:31])[CH2:5][S:6][C:7]1[S:11][C:10]([NH:12][C:13]([N:15]([CH2:24][CH:25]2C[CH2:29][CH2:28][CH2:27][CH2:26]2)[C:16]2[CH:21]=[CH:20][C:19]([O:22][CH3:23])=[CH:18][CH:17]=2)=[O:14])=[N:9][CH:8]=1)C.C1(CN(C2C=CC(S(C)(=O)=O)=CC=2)C(=O)NC2SC=C(CC(O)=O)N=2)CCCC1.CN(CC1CCCCC1)C1C=CC(OC)=CC=1.C(OC(=O)CSC1SC(N)=NC=1)C, predict the reaction product. (2) The product is: [CH2:27]([O:29][C:30](=[O:44])[C:31]1[CH:32]=[CH:33][C:34]([CH:37]2[CH2:41][C:40](=[O:42])[O:39][CH2:38]2)=[CH:35][CH:36]=1)[CH3:28]. Given the reactants ClC1C=CC=C(C(OO)=O)C=1.S([O-])([O-])(=O)=O.[Mg+2].B(F)(F)F.CCOCC.[CH2:27]([O:29][C:30](=[O:44])[C:31]1[CH:36]=[CH:35][C:34]([CH:37]2[CH2:41][CH:40]([O:42]C)[O:39][CH2:38]2)=[CH:33][CH:32]=1)[CH3:28], predict the reaction product.